This data is from NCI-60 drug combinations with 297,098 pairs across 59 cell lines. The task is: Regression. Given two drug SMILES strings and cell line genomic features, predict the synergy score measuring deviation from expected non-interaction effect. (1) Drug 1: CC12CCC3C(C1CCC2O)C(CC4=C3C=CC(=C4)O)CCCCCCCCCS(=O)CCCC(C(F)(F)F)(F)F. Drug 2: CN(CCCl)CCCl.Cl. Cell line: OVCAR3. Synergy scores: CSS=9.77, Synergy_ZIP=-4.14, Synergy_Bliss=-1.22, Synergy_Loewe=-5.77, Synergy_HSA=-3.06. (2) Drug 1: C1=CC(=CC=C1CC(C(=O)O)N)N(CCCl)CCCl.Cl. Drug 2: C1CC(C1)(C(=O)O)C(=O)O.[NH2-].[NH2-].[Pt+2]. Cell line: T-47D. Synergy scores: CSS=14.9, Synergy_ZIP=-4.51, Synergy_Bliss=-1.81, Synergy_Loewe=-5.91, Synergy_HSA=-3.37. (3) Cell line: SK-MEL-28. Drug 2: C1CN(CCN1C(=O)CCBr)C(=O)CCBr. Drug 1: CS(=O)(=O)CCNCC1=CC=C(O1)C2=CC3=C(C=C2)N=CN=C3NC4=CC(=C(C=C4)OCC5=CC(=CC=C5)F)Cl. Synergy scores: CSS=2.96, Synergy_ZIP=0.187, Synergy_Bliss=2.94, Synergy_Loewe=-2.47, Synergy_HSA=0.169. (4) Drug 1: CC1=C(N=C(N=C1N)C(CC(=O)N)NCC(C(=O)N)N)C(=O)NC(C(C2=CN=CN2)OC3C(C(C(C(O3)CO)O)O)OC4C(C(C(C(O4)CO)O)OC(=O)N)O)C(=O)NC(C)C(C(C)C(=O)NC(C(C)O)C(=O)NCCC5=NC(=CS5)C6=NC(=CS6)C(=O)NCCC[S+](C)C)O. Synergy scores: CSS=15.8, Synergy_ZIP=-0.439, Synergy_Bliss=2.33, Synergy_Loewe=-4.33, Synergy_HSA=2.30. Cell line: SW-620. Drug 2: C1CNP(=O)(OC1)N(CCCl)CCCl. (5) Drug 1: CC1=CC2C(CCC3(C2CCC3(C(=O)C)OC(=O)C)C)C4(C1=CC(=O)CC4)C. Drug 2: C(CN)CNCCSP(=O)(O)O. Cell line: 786-0. Synergy scores: CSS=5.61, Synergy_ZIP=1.30, Synergy_Bliss=6.74, Synergy_Loewe=4.78, Synergy_HSA=4.98. (6) Drug 1: CS(=O)(=O)CCNCC1=CC=C(O1)C2=CC3=C(C=C2)N=CN=C3NC4=CC(=C(C=C4)OCC5=CC(=CC=C5)F)Cl. Drug 2: CN(C(=O)NC(C=O)C(C(C(CO)O)O)O)N=O. Cell line: MDA-MB-231. Synergy scores: CSS=6.37, Synergy_ZIP=-2.14, Synergy_Bliss=-0.642, Synergy_Loewe=1.60, Synergy_HSA=1.71.